This data is from Reaction yield outcomes from USPTO patents with 853,638 reactions. The task is: Predict the reaction yield, written as a fraction of the theoretical maximum amount of product (1.0 means a 100% yield; for example, 0.34 means a 34% yield). (1) The reactants are [Cl:1][C:2]1[C:6](N)=[CH:5][N:4]([C:8]2[CH:9]=[N:10][CH:11]=[C:12]([F:14])[CH:13]=2)[N:3]=1.[B:15]1([B:15]2[O:19][C:18]([CH3:21])([CH3:20])[C:17]([CH3:23])([CH3:22])[O:16]2)[O:19][C:18]([CH3:21])([CH3:20])[C:17]([CH3:23])([CH3:22])[O:16]1.C(OOC(=O)C1C=CC=CC=1)(=O)C1C=CC=CC=1.N(OC(C)(C)C)=O. The catalyst is C(#N)C. The product is [Cl:1][C:2]1[C:6]([B:15]2[O:19][C:18]([CH3:21])([CH3:20])[C:17]([CH3:23])([CH3:22])[O:16]2)=[CH:5][N:4]([C:8]2[CH:9]=[N:10][CH:11]=[C:12]([F:14])[CH:13]=2)[N:3]=1. The yield is 0.100. (2) The reactants are [O:1]1[CH:5]=[CH:4][CH:3]=[C:2]1[C:6]1[CH:11]=[CH:10][C:9](/[CH:12]=[CH:13]/[S:14]([NH:17][C:18]2[CH:23]=[CH:22][CH:21]=[CH:20][C:19]=2[S:24]([NH2:27])(=[O:26])=[O:25])(=[O:16])=[O:15])=[CH:8][CH:7]=1.CO. The catalyst is C(OCC)(=O)C. The product is [O:1]1[CH:5]=[CH:4][CH:3]=[C:2]1[C:6]1[CH:11]=[CH:10][C:9]([CH2:12][CH2:13][S:14]([NH:17][C:18]2[CH:23]=[CH:22][CH:21]=[CH:20][C:19]=2[S:24]([NH2:27])(=[O:26])=[O:25])(=[O:15])=[O:16])=[CH:8][CH:7]=1. The yield is 0.130. (3) The reactants are [CH:1]1([CH2:6][C@H:7]([C:19]2[CH:24]=[CH:23][C:22]([Cl:25])=[C:21]([Cl:26])[CH:20]=2)[C:8](N2[C@@H](C(C)C)COC2=O)=[O:9])[CH2:5][CH2:4][CH2:3][CH2:2]1.[OH:27]O.[OH-].[Li+]. The catalyst is O1CCCC1.O. The product is [CH:1]1([CH2:6][C@H:7]([C:19]2[CH:24]=[CH:23][C:22]([Cl:25])=[C:21]([Cl:26])[CH:20]=2)[C:8]([OH:9])=[O:27])[CH2:2][CH2:3][CH2:4][CH2:5]1. The yield is 0.700. (4) The reactants are [CH3:1][O:2][C:3]1[C:8]([NH:9][C:10]([NH2:12])=[O:11])=[CH:7][C:6]([C:13]2[C:21]3[C:20]([NH:22][C@H:23]([C:25]4[N:30]([C:31]5[CH:36]=[CH:35][CH:34]=[CH:33][CH:32]=5)[C:29](=[O:37])[C:28]5=[C:38]([CH3:41])[CH:39]=[CH:40][N:27]5[N:26]=4)[CH3:24])=[N:19][CH:18]=[N:17][C:16]=3[N:15](COCC[Si](C)(C)C)[CH:14]=2)=[CH:5][N:4]=1.FC(F)(F)C(O)=O.N. No catalyst specified. The product is [CH3:1][O:2][C:3]1[C:8]([NH:9][C:10]([NH2:12])=[O:11])=[CH:7][C:6]([C:13]2[C:21]3[C:20]([NH:22][C@H:23]([C:25]4[N:30]([C:31]5[CH:36]=[CH:35][CH:34]=[CH:33][CH:32]=5)[C:29](=[O:37])[C:28]5=[C:38]([CH3:41])[CH:39]=[CH:40][N:27]5[N:26]=4)[CH3:24])=[N:19][CH:18]=[N:17][C:16]=3[NH:15][CH:14]=2)=[CH:5][N:4]=1. The yield is 0.430. (5) The reactants are [CH3:1][C@H:2]1[CH2:7][N:6]([CH:8]2[CH2:11][O:10][CH2:9]2)[C@H:5]([CH3:12])[CH2:4][N:3]1[C:13]1[CH:14]=[CH:15][C:16]([NH:19][C:20]2[C:25](=[O:26])[N:24]([CH3:27])[CH:23]=[C:22]([C:28]3[C:33]([CH:34]=[O:35])=[C:32]([N:36]4[CH2:49][CH2:48][N:39]5[C:40]6[CH2:41][CH2:42][CH2:43][CH2:44][C:45]=6[C:46]([F:47])=[C:38]5[C:37]4=[O:50])[N:31]=[CH:30][CH:29]=3)[CH:21]=2)=[N:17][CH:18]=1.[BH4-].[Na+]. The catalyst is CO. The product is [CH3:1][C@H:2]1[CH2:7][N:6]([CH:8]2[CH2:9][O:10][CH2:11]2)[C@H:5]([CH3:12])[CH2:4][N:3]1[C:13]1[CH:14]=[CH:15][C:16]([NH:19][C:20]2[C:25](=[O:26])[N:24]([CH3:27])[CH:23]=[C:22]([C:28]3[CH:29]=[CH:30][N:31]=[C:32]([N:36]4[CH2:49][CH2:48][N:39]5[C:40]6[CH2:41][CH2:42][CH2:43][CH2:44][C:45]=6[C:46]([F:47])=[C:38]5[C:37]4=[O:50])[C:33]=3[CH2:34][OH:35])[CH:21]=2)=[N:17][CH:18]=1. The yield is 0.250. (6) The reactants are [CH:1]([O:4][C:5]1[C:10]([O:11][CH3:12])=[CH:9][C:8](I)=[CH:7][C:6]=1[OH:14])([CH3:3])[CH3:2].[Si:15]([C:22]#[C:23][CH2:24][O:25][Si:26]([C:29]([CH3:32])([CH3:31])[CH3:30])([CH3:28])[CH3:27])([C:18]([CH3:21])([CH3:20])[CH3:19])([CH3:17])[CH3:16].[Cl-].[Li+].C(=O)([O-])[O-].[Na+].[Na+]. The catalyst is CN(C)C=O.C([O-])(=O)C.[Pd+2].C([O-])(=O)C. The product is [Si:15]([CH:22]1[C:23](=[CH:24][O:25][Si:26]([C:29]([CH3:32])([CH3:31])[CH3:30])([CH3:27])[CH3:28])[C:7]2[CH:8]=[CH:9][C:10]([O:11][CH3:12])=[C:5]([O:4][CH:1]([CH3:2])[CH3:3])[C:6]=2[O:14]1)([C:18]([CH3:21])([CH3:20])[CH3:19])([CH3:17])[CH3:16]. The yield is 0.960. (7) The reactants are [Cl:1][C:2]1[CH:3]=[C:4]([C:14](=O)[CH3:15])[CH:5]=[CH:6][C:7]=1[O:8][CH2:9][C:10]([F:13])([F:12])[CH3:11].[CH3:17][C:18]([S@:21]([NH2:23])=[O:22])([CH3:20])[CH3:19]. No catalyst specified. The product is [Cl:1][C:2]1[CH:3]=[C:4]([CH:14]([NH:23][S@@:21]([C:18]([CH3:20])([CH3:19])[CH3:17])=[O:22])[CH3:15])[CH:5]=[CH:6][C:7]=1[O:8][CH2:9][C:10]([F:13])([F:12])[CH3:11]. The yield is 0.800. (8) The reactants are [CH:1]([C:4]1[CH:5]=[CH:6][C:7]([C:12]2[CH:21]=[CH:20][C:19]3[C:14](=[CH:15][CH:16]=[C:17]([CH:22]([CH3:24])[CH3:23])[CH:18]=3)[CH:13]=2)=[C:8]([CH:11]=1)C=O)([CH3:3])[CH3:2].[Cl-].[CH3:26][O:27][CH2:28][P+](C1C=CC=CC=1)(C1C=CC=CC=1)C1C=CC=CC=1.[C:48](O[K])(C)(C)C. The catalyst is O1CCCC1. The product is [CH:22]([C:17]1[CH:16]=[CH:15][C:14]2[C:19](=[CH:20][CH:21]=[C:12]([C:7]3[CH:6]=[CH:5][C:4]([CH:1]([CH3:3])[CH3:2])=[CH:11][C:8]=3[CH:48]=[CH:28][O:27][CH3:26])[CH:13]=2)[CH:18]=1)([CH3:23])[CH3:24]. The yield is 0.900. (9) The reactants are [Cl:1][C:2]1[C:11]2[C:6](=[CH:7][C:8]([OH:14])=[C:9]([O:12][CH3:13])[CH:10]=2)[N:5]=[CH:4][N:3]=1. The catalyst is COCCO. The product is [Cl:1][C:2]1[C:11]2[C:6](=[CH:7][C:8]([O:14][CH2:8][CH2:9][O:12][CH3:13])=[C:9]([O:12][CH3:13])[CH:10]=2)[N:5]=[CH:4][N:3]=1. The yield is 1.00.